Dataset: Peptide-MHC class I binding affinity with 185,985 pairs from IEDB/IMGT. Task: Regression. Given a peptide amino acid sequence and an MHC pseudo amino acid sequence, predict their binding affinity value. This is MHC class I binding data. (1) The peptide sequence is RPTFAAGLL. The MHC is HLA-B07:02 with pseudo-sequence HLA-B07:02. The binding affinity (normalized) is 0.996. (2) The peptide sequence is KITTESIVIW. The MHC is HLA-A01:01 with pseudo-sequence HLA-A01:01. The binding affinity (normalized) is 0.121. (3) The peptide sequence is VGNDMPGGY. The MHC is HLA-A29:02 with pseudo-sequence HLA-A29:02. The binding affinity (normalized) is 0.